Task: Predict the reaction yield, written as a fraction of the theoretical maximum amount of product (1.0 means a 100% yield; for example, 0.34 means a 34% yield).. Dataset: Reaction yield outcomes from USPTO patents with 853,638 reactions The reactants are [NH2:1][C@H:2]1[CH2:7][CH2:6][C@H:5]([CH2:8][NH:9][C:10]2[C:15]([N+:16]([O-:18])=[O:17])=[CH:14][N:13]=[C:12]([NH:19][CH2:20][C:21]3[CH:26]=[CH:25][CH:24]=[CH:23][C:22]=3[O:27][C:28]([F:31])([F:30])[F:29])[N:11]=2)[CH2:4][CH2:3]1.Br[CH2:33][CH2:34][CH2:35][CH2:36]Br.CCN(C(C)C)C(C)C. The yield is 0.620. The catalyst is CN(C=O)C.CCOC(C)=O. The product is [N+:16]([C:15]1[C:10]([NH:9][CH2:8][C@H:5]2[CH2:4][CH2:3][C@H:2]([N:1]3[CH2:36][CH2:35][CH2:34][CH2:33]3)[CH2:7][CH2:6]2)=[N:11][C:12]([NH:19][CH2:20][C:21]2[CH:26]=[CH:25][CH:24]=[CH:23][C:22]=2[O:27][C:28]([F:30])([F:31])[F:29])=[N:13][CH:14]=1)([O-:18])=[O:17].